From a dataset of HIV replication inhibition screening data with 41,000+ compounds from the AIDS Antiviral Screen. Binary Classification. Given a drug SMILES string, predict its activity (active/inactive) in a high-throughput screening assay against a specified biological target. (1) The molecule is Nc1o[nH]c(=O)c1C1CCCCC1. The result is 0 (inactive). (2) The drug is O=C(O)C1CSC(C(O)C(O)C(O)C(O)CO)N1. The result is 0 (inactive). (3) The molecule is CC1=[N+]2[N-]C(N)=[S+][Ga-3]234([S+]=C(N)[N-][N+]3=C(C)c2cccc[n+]24)[n+]2ccccc21.[Cl-]. The result is 0 (inactive). (4) The drug is N=C1NC(=O)C(CC(=O)Nc2ccc([N+](=O)[O-])cc2[N+](=O)[O-])S1. The result is 0 (inactive). (5) The compound is CCOc1ccc(NC(=O)C(=NNC(C)(C)C)C2C(=O)Nc3ccccc3S2=O)cc1. The result is 0 (inactive).